Dataset: Experimentally validated miRNA-target interactions with 360,000+ pairs, plus equal number of negative samples. Task: Binary Classification. Given a miRNA mature sequence and a target amino acid sequence, predict their likelihood of interaction. (1) The miRNA is mmu-miR-1193-5p with sequence UGGUAGACCGGUGACGUACA. The protein sequence of the target gene is MKGGEGDAGEQAPLNPEGESPAGSATYREFVHRGYLDLMGASQHSLRALSWRRLYLSRAKLKASSRTSALLSGFAMVAMVEVQLESDHEYPPGLLVAFSACTTVLVAVHLFALMVSTCLLPHIEAVSNIHNLNSVHQSPHQRLHRYVELAWGFSTALGTFLFLAEVVLVGWVKFVPIGAPLDTPTPMVPTSRVPGTLAPVATSLSPASNLPRSSASAAPSQAEPACPPRQACGGGGAHGPGWQAAMASTAIMVPVGLVFVAFALHFYRSLVAHKTDRYKQELEELNRLQGELQAV. Result: 0 (no interaction). (2) The miRNA is hsa-miR-6801-5p with sequence UGGUCAGAGGCAGCAGGAAAUGA. The protein sequence of the target gene is MGKDSQNYYGKHGTPQKYDPTFKGPIYNRGCTDVICCVLLFLAIVGYVAVGIIAWTHGDPRKVIYPTDSRGEFCGQKGTKNADKPFLFYFNIVKCANPLVLLEFHCPTPQICVKQCPDRYLTLLSARNTRDFDYYKQFCVPGFQNNKGVTEILRDGECPAVITPSKPLAQRCFPAIHASKGVLMVGNETTYEDGHGARKNITDLVEGAKKANKILEARQLAMQIFEDYTVSWYWIIIGLVIAMVLSLLFIVLLRFLAGIMVWVMIVMVILVLGYGIFHCYMEYSRLRGEAGSDVSLVDLG.... Result: 0 (no interaction).